Predict the reaction yield, written as a fraction of the theoretical maximum amount of product (1.0 means a 100% yield; for example, 0.34 means a 34% yield). From a dataset of Reaction yield outcomes from USPTO patents with 853,638 reactions. (1) The reactants are Br[C:2]1[S:3][C:4]([CH:16]([CH3:18])[CH3:17])=[C:5]([CH2:7][O:8][Si:9]([C:12]([CH3:15])([CH3:14])[CH3:13])([CH3:11])[CH3:10])[N:6]=1.[CH3:19][N:20]([CH3:32])[C:21]([C:23]1[CH:28]=[CH:27][C:26](B(O)O)=[CH:25][CH:24]=1)=[O:22].C(Cl)Cl.C([O-])([O-])=O.[Na+].[Na+]. The yield is 0.340. The product is [Si:9]([O:8][CH2:7][C:5]1[N:6]=[C:2]([C:26]2[CH:27]=[CH:28][C:23]([C:21]([N:20]([CH3:32])[CH3:19])=[O:22])=[CH:24][CH:25]=2)[S:3][C:4]=1[CH:16]([CH3:18])[CH3:17])([C:12]([CH3:15])([CH3:14])[CH3:13])([CH3:11])[CH3:10]. The catalyst is C1(C)C(CCO)=CC=CC=1.CCOC(C)=O.C1C=CC(P(C2C=CC=CC=2)[C-]2C=CC=C2)=CC=1.C1C=CC(P(C2C=CC=CC=2)[C-]2C=CC=C2)=CC=1.Cl[Pd]Cl.[Fe+2]. (2) The yield is 0.210. The reactants are [CH2:1]([C:3]1[N:7]([C:8]2[N:16]=[C:15]3[C:11]([N:12]=[C:13]([CH2:18][CH:19]4[CH2:24][CH2:23][NH:22][CH2:21][CH2:20]4)[N:14]3[CH3:17])=[C:10]([N:25]3[CH2:30][CH2:29][O:28][CH2:27][CH2:26]3)[N:9]=2)[C:6]2[CH:31]=[CH:32][CH:33]=[CH:34][C:5]=2[N:4]=1)[CH3:2].[C:35](Cl)(=[O:39])[CH:36]([CH3:38])[CH3:37].CCN(CC)CC. The catalyst is C(Cl)Cl. The product is [CH2:1]([C:3]1[N:7]([C:8]2[N:16]=[C:15]3[C:11]([N:12]=[C:13]([CH2:18][CH:19]4[CH2:20][CH2:21][N:22]([C:35](=[O:39])[CH:36]([CH3:38])[CH3:37])[CH2:23][CH2:24]4)[N:14]3[CH3:17])=[C:10]([N:25]3[CH2:26][CH2:27][O:28][CH2:29][CH2:30]3)[N:9]=2)[C:6]2[CH:31]=[CH:32][CH:33]=[CH:34][C:5]=2[N:4]=1)[CH3:2]. (3) The reactants are F[C:2]1[CH:3]=[C:4]([CH:14]=[CH:15][C:16]=1[N+:17]([O-:19])=[O:18])[O:5][CH2:6][C:7]1[CH:12]=[CH:11][C:10]([CH3:13])=[CH:9][N:8]=1.[Br:20][C:21]1[CH:28]=[CH:27][C:24]([CH2:25][NH2:26])=[CH:23][CH:22]=1.CCN(C(C)C)C(C)C. The catalyst is C(#N)C. The product is [Br:20][C:21]1[CH:28]=[CH:27][C:24]([CH2:25][NH:26][C:2]2[CH:3]=[C:4]([O:5][CH2:6][C:7]3[CH:12]=[CH:11][C:10]([CH3:13])=[CH:9][N:8]=3)[CH:14]=[CH:15][C:16]=2[N+:17]([O-:19])=[O:18])=[CH:23][CH:22]=1. The yield is 0.860. (4) The reactants are [O:1]=[C:2]1[NH:10][C:9]2[C:4](=[N:5][C:6]([C:14]3[CH:15]=[N:16][CH:17]=[CH:18][CH:19]=3)=[N:7][C:8]=2[C:11]([OH:13])=O)[N:3]1[C:20]1[CH:25]=[CH:24][CH:23]=[CH:22][CH:21]=1.O=[C:27]1NC2C(=NC(C3C=NC=CC=3)=NC=2C(N)=O)[N:28]1C1C=CC=CC=1. The catalyst is CS(C)=O.Cl. The product is [CH3:27][NH:28][C:11]([C:8]1[N:7]=[C:6]([C:14]2[CH:15]=[N:16][CH:17]=[CH:18][CH:19]=2)[N:5]=[C:4]2[C:9]=1[NH:10][C:2](=[O:1])[N:3]2[C:20]1[CH:25]=[CH:24][CH:23]=[CH:22][CH:21]=1)=[O:13]. The yield is 0.540. (5) The reactants are [NH2:1][C:2]([CH3:18])([CH2:5][O:6][C:7]1[CH:8]=[CH:9][C:10]2[CH2:14][O:13][B:12]([OH:15])[C:11]=2[C:16]=1[Br:17])[C:3]#[N:4].CCN(C(C)C)C(C)C.[F:28][C:29]([F:41])([F:40])[O:30][C:31]1[CH:39]=[CH:38][C:34]([C:35](Cl)=[O:36])=[CH:33][CH:32]=1.O=S(Cl)Cl.Cl. The catalyst is C1COCC1. The product is [Br:17][C:16]1[C:11]2[B:12]([OH:15])[O:13][CH2:14][C:10]=2[CH:9]=[CH:8][C:7]=1[O:6][CH2:5][C:2]([NH:1][C:35](=[O:36])[C:34]1[CH:38]=[CH:39][C:31]([O:30][C:29]([F:28])([F:40])[F:41])=[CH:32][CH:33]=1)([C:3]#[N:4])[CH3:18]. The yield is 0.500. (6) The product is [CH3:21][C:11]1([C:8]2[CH:7]=[CH:6][S:10][C:9]=2[CH:22]=[O:33])[C:20]2[C:15](=[CH:16][CH:17]=[CH:18][CH:19]=2)[CH2:14][CH2:13][NH:12]1. No catalyst specified. The yield is 0.800. The reactants are O1CCOC1[C:6]1[S:10][CH:9]=[C:8]([C:11]2([CH3:21])[C:20]3[C:15](=[CH:16][CH:17]=[CH:18][CH:19]=3)[CH2:14][CH2:13][NH:12]2)[CH:7]=1.[C:22]1(C)C(S(O)(=O)=O)=CC=CC=1.[OH2:33].